This data is from Retrosynthesis with 50K atom-mapped reactions and 10 reaction types from USPTO. The task is: Predict the reactants needed to synthesize the given product. (1) Given the product N#Cc1ccc(OCc2cccnc2)cc1F, predict the reactants needed to synthesize it. The reactants are: N#Cc1ccc(O)cc1F.OCc1cccnc1. (2) Given the product O=C1OC(=CCCc2ccccc2)C(=O)N1CCCCSc1cccc2nccn12, predict the reactants needed to synthesize it. The reactants are: O=C1COC(=O)N1CCCCSc1cccc2nccn12.O=CCCc1ccccc1.